Dataset: Reaction yield outcomes from USPTO patents with 853,638 reactions. Task: Predict the reaction yield, written as a fraction of the theoretical maximum amount of product (1.0 means a 100% yield; for example, 0.34 means a 34% yield). (1) The reactants are Cl[CH2:2][C:3]([N:5]1[CH2:10][CH2:9][N:8]([C:11]2[CH:16]=[CH:15][C:14]([O:17][CH2:18][C:19]3[CH:24]=[CH:23][C:22]([C:25]([F:28])([F:27])[F:26])=[CH:21][CH:20]=3)=[CH:13][CH:12]=2)[CH2:7][CH2:6]1)=[O:4].FC(F)(F)C1C=CC(COC2C=CC(N3CCNCC3)=CC=2)=CC=1.ClCC(Cl)=O.[N+:58]([C:61]1[CH:66]=[CH:65][C:64]([NH:67][C@H:68]2[CH2:73][CH2:72][C@H:71]([OH:74])[CH2:70][CH2:69]2)=[CH:63][C:62]=1[C:75]([F:78])([F:77])[F:76])([O-:60])=[O:59]. No catalyst specified. The product is [N+:58]([C:61]1[CH:66]=[CH:65][C:64]([NH:67][C@H:68]2[CH2:73][CH2:72][C@H:71]([O:74][CH2:2][C:3]([N:5]3[CH2:10][CH2:9][N:8]([C:11]4[CH:16]=[CH:15][C:14]([O:17][CH2:18][C:19]5[CH:24]=[CH:23][C:22]([C:25]([F:28])([F:27])[F:26])=[CH:21][CH:20]=5)=[CH:13][CH:12]=4)[CH2:7][CH2:6]3)=[O:4])[CH2:70][CH2:69]2)=[CH:63][C:62]=1[C:75]([F:76])([F:77])[F:78])([O-:60])=[O:59]. The yield is 0.460. (2) The reactants are [OH:1][C:2]1([CH:13]([N+:17]([O-:19])=[O:18])[CH:14]([CH3:16])[CH3:15])[CH2:5][N:4]([C:6]([O:8]C(C)(C)C)=O)[CH2:3]1.Cl.[F:21][C:22]1[C:23]([NH:32][C:33]2[CH:38]=[CH:37][C:36]([I:39])=[CH:35][C:34]=2[F:40])=[C:24]([CH:28]=[CH:29][C:30]=1[F:31])C(O)=O.C1CN([P+](ON2N=NC3C=CC=CC2=3)(N2CCCC2)N2CCCC2)CC1.F[P-](F)(F)(F)(F)F.CCN(C(C)C)C(C)C. The catalyst is O1CCOCC1.CN(C=O)C.C(OCC)(=O)C.CO. The yield is 0.900. The product is [F:21][C:22]1[C:23]([NH:32][C:33]2[CH:38]=[CH:37][C:36]([I:39])=[CH:35][C:34]=2[F:40])=[C:24]([C:6]([N:4]2[CH2:3][C:2]([CH:13]([N+:17]([O-:19])=[O:18])[CH:14]([CH3:15])[CH3:16])([OH:1])[CH2:5]2)=[O:8])[CH:28]=[CH:29][C:30]=1[F:31]. (3) The reactants are [CH2:1]1[C@@H:6]([C:7]#[N:8])[N:5]([C:9]([C@@H:11]([NH2:23])[C:12]23[CH2:21][C:19]4([OH:22])[CH2:20][CH:14]([CH2:15][CH:16]([CH2:18]4)[CH2:17]2)[CH2:13]3)=[O:10])[C@@H:4]2[C@H:2]1[CH2:3]2.Cl. The catalyst is C(Cl)Cl. The product is [CH2:1]1[C@@H:6]([C:7]#[N:8])[N:5]([C:9]([C@@H:11]([NH2:23])[C:12]23[CH2:21][C:19]4([OH:22])[CH2:20][CH:14]([CH2:15][CH:16]([CH2:18]4)[CH2:17]2)[CH2:13]3)=[O:10])[C@@H:4]2[C@H:2]1[CH2:3]2.[OH2:10]. The yield is 0.750. (4) The reactants are [CH2:1]([O:3][C:4]([C@@:6]1([CH3:12])[CH2:11][CH2:10][CH2:9][NH:8][CH2:7]1)=[O:5])[CH3:2].[O:13]1[C:18]2[CH:19]=[CH:20][CH:21]=[CH:22][C:17]=2[O:16][CH2:15][C@@H:14]1[CH2:23]OS(C1C=CC(C)=CC=1)(=O)=O.C(=O)([O-])[O-].[K+].[K+].CN(C)C=O. The catalyst is O. The product is [CH2:1]([O:3][C:4]([C@@:6]1([CH3:12])[CH2:11][CH2:10][CH2:9][N:8]([CH2:23][C@@H:14]2[O:13][C:18]3[CH:19]=[CH:20][CH:21]=[CH:22][C:17]=3[O:16][CH2:15]2)[CH2:7]1)=[O:5])[CH3:2]. The yield is 0.760. (5) The catalyst is CS(C)=O. The reactants are Cl[CH2:2][C:3]1[C:11]([F:12])=[CH:10][C:6]2[O:7][CH2:8][O:9][C:5]=2[CH:4]=1.[C-:13]#[N:14].[Na+].O. The yield is 0.700. The product is [F:12][C:11]1[C:3]([CH2:2][C:13]#[N:14])=[CH:4][C:5]2[O:9][CH2:8][O:7][C:6]=2[CH:10]=1. (6) The product is [Si:1]([O:8][C@@H:9]1[C@H:13]([CH2:14][O:15][Si:16]([C:19]([CH3:22])([CH3:21])[CH3:20])([CH3:18])[CH3:17])[CH2:12][C@@H:11]([NH:23][C:24]2[C:29]([Cl:30])=[CH:28][N:27]=[C:26]([NH2:31])[C:25]=2[NH2:32])[CH2:10]1)([C:4]([CH3:5])([CH3:6])[CH3:7])([CH3:3])[CH3:2]. The reactants are [Si:1]([O:8][C@@H:9]1[C@H:13]([CH2:14][O:15][Si:16]([C:19]([CH3:22])([CH3:21])[CH3:20])([CH3:18])[CH3:17])[CH2:12][C@@H:11]([NH:23][C:24]2[C:29]([Cl:30])=[CH:28][N:27]=[C:26]([NH2:31])[C:25]=2[N+:32]([O-])=O)[CH2:10]1)([C:4]([CH3:7])([CH3:6])[CH3:5])([CH3:3])[CH3:2].C(O)(=O)C. The yield is 0.900. The catalyst is [Zn].